This data is from Forward reaction prediction with 1.9M reactions from USPTO patents (1976-2016). The task is: Predict the product of the given reaction. (1) Given the reactants [CH3:1][N:2]1[CH2:7][CH2:6][N:5]([NH:8][CH2:9][C:10]2[S:11][CH:12]=[CH:13][N:14]=2)[CH2:4][CH2:3]1.C(N(CC)CC)C.[CH3:22][C:23]([O:26][C:27]([N:29]([C:47]([O:49][C:50]([CH3:53])([CH3:52])[CH3:51])=[O:48])[N:30]([C:38]1[C:43]([F:44])=[C:42](Cl)[N:41]=[C:40]([Cl:46])[N:39]=1)[C:31]([O:33][C:34]([CH3:37])([CH3:36])[CH3:35])=[O:32])=[O:28])([CH3:25])[CH3:24].CS(C)=O, predict the reaction product. The product is: [Cl:46][C:40]1[N:39]=[C:38]([N:30]([C:31]([O:33][C:34]([CH3:37])([CH3:36])[CH3:35])=[O:32])[N:29]([C:27]([O:26][C:23]([CH3:22])([CH3:24])[CH3:25])=[O:28])[C:47]([O:49][C:50]([CH3:51])([CH3:52])[CH3:53])=[O:48])[C:43]([F:44])=[C:42]([N:8]([N:5]2[CH2:4][CH2:3][N:2]([CH3:1])[CH2:7][CH2:6]2)[CH2:9][C:10]2[S:11][CH:12]=[CH:13][N:14]=2)[N:41]=1. (2) Given the reactants [C:1]([C:3]1[CH:8]=[N:7][N:6]2[CH:9]=[C:10](C(O)=O)[C:11]([CH3:12])=[C:5]2[C:4]=1[NH:16][C:17]1[CH:22]=[CH:21][C:20]([O:23][C:24]2[CH:29]=[CH:28][CH:27]=[CH:26][C:25]=2[O:30][CH3:31])=[CH:19][CH:18]=1)#[N:2].CC[N:34](CC)CC.C1C=CC(P(N=[N+]=[N-])(C2C=CC=CC=2)=O)=CC=1.[N:56]1(CCO)[CH2:61][CH2:60][O:59][CH2:58][CH2:57]1.[CH3:65][CH2:66][O:67][C:68](C)=[O:69], predict the reaction product. The product is: [N:56]1([CH2:65][CH2:66][O:67][C:68](=[O:69])[NH:34][C:10]2[C:11]([CH3:12])=[C:5]3[C:4]([NH:16][C:17]4[CH:22]=[CH:21][C:20]([O:23][C:24]5[CH:29]=[CH:28][CH:27]=[CH:26][C:25]=5[O:30][CH3:31])=[CH:19][CH:18]=4)=[C:3]([C:1]#[N:2])[CH:8]=[N:7][N:6]3[CH:9]=2)[CH2:61][CH2:60][O:59][CH2:58][CH2:57]1. (3) Given the reactants C(OC([N:11]1[CH2:15][CH2:14][C@H:13]2[N:16]([C:20](=[O:27])[C:21]3[CH:26]=[CH:25][CH:24]=[CH:23][CH:22]=3)[CH2:17][C@H:18]([OH:19])[C@@H:12]12)=O)C1C=CC=CC=1.[H][H], predict the reaction product. The product is: [OH:19][C@H:18]1[CH2:17][N:16]([C:20]([C:21]2[CH:26]=[CH:25][CH:24]=[CH:23][CH:22]=2)=[O:27])[C@@H:13]2[CH2:14][CH2:15][NH:11][C@H:12]12. (4) Given the reactants [N:1]1([CH2:7][CH2:8][CH2:9][N:10]2[CH2:15][CH2:14][C:13](=O)[CH2:12][CH2:11]2)[CH2:6][CH2:5][CH2:4][CH2:3][CH2:2]1.Cl.[NH2:18][OH:19], predict the reaction product. The product is: [N:1]1([CH2:7][CH2:8][CH2:9][N:10]2[CH2:15][CH2:14][C:13](=[N:18][OH:19])[CH2:12][CH2:11]2)[CH2:6][CH2:5][CH2:4][CH2:3][CH2:2]1. (5) Given the reactants [OH:1]OS([O-])=O.[K+].[C:7]([O:10][C:11]1[CH:16]=[CH:15][C:14]([C:17](=[O:26])[NH:18][C:19]2[S:20][CH:21]=[C:22]([S:24][CH3:25])[N:23]=2)=[CH:13][CH:12]=1)(=[O:9])[CH3:8], predict the reaction product. The product is: [C:7]([O:10][C:11]1[CH:12]=[CH:13][C:14]([C:17](=[O:26])[NH:18][C:19]2[S:20][CH:21]=[C:22]([S:24]([CH3:25])=[O:1])[N:23]=2)=[CH:15][CH:16]=1)(=[O:9])[CH3:8]. (6) Given the reactants [S:1](=[O:5])(=[O:4])([OH:3])[OH:2].[Cl-].[Al+3:7].[Cl-].[Cl-], predict the reaction product. The product is: [S:1]([O-:5])([O-:4])(=[O:3])=[O:2].[Al+3:7].[S:1]([O-:5])([O-:4])(=[O:3])=[O:2].[S:1]([O-:5])([O-:4])(=[O:3])=[O:2].[Al+3:7]. (7) Given the reactants Cl[C:2]1[CH:7]=[CH:6][C:5]([N+:8]([O-:10])=[O:9])=[CH:4][N:3]=1.[NH2:11][C:12]1[CH:13]=[C:14]([OH:19])[CH:15]=[CH:16][C:17]=1[F:18].C(=O)([O-])[O-].[K+].[K+].O, predict the reaction product. The product is: [F:18][C:17]1[CH:16]=[CH:15][C:14]([O:19][C:2]2[CH:7]=[CH:6][C:5]([N+:8]([O-:10])=[O:9])=[CH:4][N:3]=2)=[CH:13][C:12]=1[NH2:11]. (8) The product is: [F:13][C:14]1[CH:15]=[C:16]([C:7]2[CH:8]=[C:9]3[C:4](=[CH:5][CH:6]=2)[CH:3]=[C:2]([OH:1])[CH:11]=[CH:10]3)[CH:17]=[C:18]([F:21])[C:19]=1[F:20]. Given the reactants [OH:1][C:2]1[CH:3]=[C:4]2[C:9](=[CH:10][CH:11]=1)[CH:8]=[C:7](Br)[CH:6]=[CH:5]2.[F:13][C:14]1[CH:15]=[C:16](B(O)O)[CH:17]=[C:18]([F:21])[C:19]=1[F:20].C([O-])([O-])=O.[K+].[K+], predict the reaction product. (9) Given the reactants [Cl:1][C:2]1[N:7]=[CH:6][C:5]([S:8][C:9]2[N:13]([C:14]3[CH:19]=[C:18]([F:20])[CH:17]=[CH:16][C:15]=3[F:21])[N:12]=[C:11]([C:22](OCC)=[O:23])[CH:10]=2)=[CH:4][CH:3]=1.[CH3:27][NH2:28].CO, predict the reaction product. The product is: [Cl:1][C:2]1[N:7]=[CH:6][C:5]([S:8][C:9]2[N:13]([C:14]3[CH:19]=[C:18]([F:20])[CH:17]=[CH:16][C:15]=3[F:21])[N:12]=[C:11]([C:22]([NH:28][CH3:27])=[O:23])[CH:10]=2)=[CH:4][CH:3]=1.